Predict the reaction yield, written as a fraction of the theoretical maximum amount of product (1.0 means a 100% yield; for example, 0.34 means a 34% yield). From a dataset of Reaction yield outcomes from USPTO patents with 853,638 reactions. (1) The reactants are [F:1][C:2]([F:15])([C:8]1[CH:13]=[CH:12][CH:11]=[C:10]([F:14])[CH:9]=1)[C:3]([O:5]CC)=[O:4].C(O)C.O.[OH-].[Li+]. The catalyst is O1CCCC1.O. The product is [F:15][C:2]([F:1])([C:8]1[CH:13]=[CH:12][CH:11]=[C:10]([F:14])[CH:9]=1)[C:3]([OH:5])=[O:4]. The yield is 0.670. (2) The reactants are Cl.C(O[C:5]([C:7]1[CH:8]=[C:9]2[C:13](=[CH:14][CH:15]=1)[NH:12][N:11]=[C:10]2[C:16]1[CH:21]=[CH:20][C:19]([F:22])=[CH:18][CH:17]=1)=[NH:6])C.C[O-].[Na+].[NH2:26][NH:27][C:28](=O)[CH2:29][N:30]1[CH2:35][CH2:34][O:33][CH2:32][CH2:31]1. The catalyst is C(O)C.CO. The product is [F:22][C:19]1[CH:18]=[CH:17][C:16]([C:10]2[C:9]3[C:13](=[CH:14][CH:15]=[C:7]([C:5]4[N:6]=[C:28]([CH2:29][N:30]5[CH2:35][CH2:34][O:33][CH2:32][CH2:31]5)[NH:27][N:26]=4)[CH:8]=3)[NH:12][N:11]=2)=[CH:21][CH:20]=1. The yield is 0.0500. (3) The reactants are [Br:1][C:2]1[CH:3]=[CH:4][CH:5]=[C:6]2[C:10]=1[C:9]([CH2:12][C:13]1[CH:18]=[C:17]([O:19][CH3:20])[CH:16]=[C:15]([O:21][CH3:22])[CH:14]=1)(O)[CH2:8][CH2:7]2.C1(C)C=CC(S(O)(=O)=O)=CC=1. The catalyst is C1(C)C=CC=CC=1. The product is [Br:1][C:2]1[CH:3]=[CH:4][CH:5]=[C:6]2[C:10]=1[C:9]([CH2:12][C:13]1[CH:18]=[C:17]([O:19][CH3:20])[CH:16]=[C:15]([O:21][CH3:22])[CH:14]=1)=[CH:8][CH2:7]2.[Br:1][C:2]1[CH:3]=[CH:4][CH:5]=[C:6]2[C:10]=1/[C:9](=[CH:12]/[C:13]1[CH:18]=[C:17]([O:19][CH3:20])[CH:16]=[C:15]([O:21][CH3:22])[CH:14]=1)/[CH2:8][CH2:7]2. The yield is 0.800. (4) The reactants are [CH3:1][CH:2]([CH3:31])[CH2:3][C@H:4]([NH:23]C(=O)OC(C)(C)C)[CH2:5][O:6][C:7]1[CH:8]=[CH:9][C:10]2[C:19]3[C:14](=[CH:15][N:16]=[CH:17][CH:18]=3)[C:13](=[O:20])[N:12]([CH3:21])[C:11]=2[CH:22]=1.Cl. The catalyst is ClCCl.O1CCOCC1. The product is [NH2:23][C@@H:4]([CH2:3][CH:2]([CH3:31])[CH3:1])[CH2:5][O:6][C:7]1[CH:8]=[CH:9][C:10]2[C:19]3[C:14](=[CH:15][N:16]=[CH:17][CH:18]=3)[C:13](=[O:20])[N:12]([CH3:21])[C:11]=2[CH:22]=1. The yield is 0.350. (5) The reactants are [I:1]I.[N+:3]([C:6]1[CH:7]=[C:8]([CH:12]=[CH:13][CH:14]=1)[C:9]([OH:11])=[O:10])([O-:5])=[O:4]. The catalyst is S(=O)(=O)(O)O. The product is [I:1][C:13]1[CH:12]=[C:8]([CH:7]=[C:6]([N+:3]([O-:5])=[O:4])[CH:14]=1)[C:9]([OH:11])=[O:10]. The yield is 0.980. (6) The reactants are [CH3:1][N:2]=[C:3]=[O:4].N[C:6]1[CH:7]=[N:8][CH:9]=[CH:10][C:11]=1[CH2:12][O:13][C:14]1[C:23]2[C:18](=[CH:19][CH:20]=[CH:21][CH:22]=2)[C:17]([NH:24][C:25]([NH:27][C:28]2[N:32]([C:33]3[CH:38]=[CH:37][C:36]([CH3:39])=[CH:35][CH:34]=3)[N:31]=[C:30]([C:40]([CH3:43])([CH3:42])[CH3:41])[CH:29]=2)=[O:26])=[CH:16][CH:15]=1.[N:44]1C=CC=CC=1. No catalyst specified. The product is [CH3:1][NH:2][C:3](=[O:4])[NH:44][C:9]1[CH:10]=[C:11]([CH2:12][O:13][C:14]2[C:23]3[C:18](=[CH:19][CH:20]=[CH:21][CH:22]=3)[C:17]([NH:24][C:25]([NH:27][C:28]3[N:32]([C:33]4[CH:34]=[CH:35][C:36]([CH3:39])=[CH:37][CH:38]=4)[N:31]=[C:30]([C:40]([CH3:42])([CH3:43])[CH3:41])[CH:29]=3)=[O:26])=[CH:16][CH:15]=2)[CH:6]=[CH:7][N:8]=1. The yield is 0.140.